Dataset: Catalyst prediction with 721,799 reactions and 888 catalyst types from USPTO. Task: Predict which catalyst facilitates the given reaction. Reactant: [CH3:1][C:2]1([CH3:32])[CH2:11][CH2:10][C:9](O)([C:12]([O:14][CH2:15][CH3:16])=[O:13])[C:8]2[CH:7]=[C:6]([C:18]([O:20][C:21]3[CH:31]=[CH:30][C:24]([C:25]([O:27][CH2:28][CH3:29])=[O:26])=[CH:23][CH:22]=3)=[O:19])[CH:5]=[CH:4][C:3]1=2.O.C1(C)C=CC(S(O)(=O)=O)=CC=1. Product: [CH3:32][C:2]1([CH3:1])[CH2:11][CH:10]=[C:9]([C:12]([O:14][CH2:15][CH3:16])=[O:13])[C:8]2[CH:7]=[C:6]([C:18]([O:20][C:21]3[CH:22]=[CH:23][C:24]([C:25]([O:27][CH2:28][CH3:29])=[O:26])=[CH:30][CH:31]=3)=[O:19])[CH:5]=[CH:4][C:3]1=2. The catalyst class is: 48.